This data is from CYP2C19 inhibition data for predicting drug metabolism from PubChem BioAssay. The task is: Regression/Classification. Given a drug SMILES string, predict its absorption, distribution, metabolism, or excretion properties. Task type varies by dataset: regression for continuous measurements (e.g., permeability, clearance, half-life) or binary classification for categorical outcomes (e.g., BBB penetration, CYP inhibition). Dataset: cyp2c19_veith. (1) The drug is Cc1c(Cl)c(S(N)(=O)=O)cc2c1N=CN=S2(=O)O. The result is 0 (non-inhibitor). (2) The molecule is O=C(O)COCCN1CCN([C@@H](c2ccccc2)c2ccc(Cl)cc2)CC1. The result is 0 (non-inhibitor).